From a dataset of Forward reaction prediction with 1.9M reactions from USPTO patents (1976-2016). Predict the product of the given reaction. (1) Given the reactants [CH3:1][C:2]1[O:6][N:5]=[C:4]([CH3:7])[C:3]=1[C:8]1[CH:20]=[N:19][C:18]2[C:17]3[CH:16]=[CH:15][C:14](C(O)(C)C)=[CH:13][C:12]=3[N:11]([CH:25]([CH:32]3[CH2:37][CH2:36][O:35][CH2:34][CH2:33]3)[C:26]3[CH:31]=[CH:30][CH:29]=[CH:28][CH:27]=3)[C:10]=2[CH:9]=1.C[C:39]1[C:43]([C:44]2C=NC3C4C=[CH:42][C:43]([CH2:44]C(OCC)=O)=[CH:39]C=4NC=3C=2)=[C:42](C)ON=1.C1([C@@H](C2CCOCC2)[OH:71])C=CC=CC=1, predict the reaction product. The product is: [CH3:1][C:2]1[O:6][N:5]=[C:4]([CH3:7])[C:3]=1[C:8]1[CH:20]=[N:19][C:18]2[C:17]3[CH:16]=[CH:15][C:14]([CH2:42][C:43]([CH3:44])([OH:71])[CH3:39])=[CH:13][C:12]=3[N:11]([C@@H:25]([CH:32]3[CH2:33][CH2:34][O:35][CH2:36][CH2:37]3)[C:26]3[CH:31]=[CH:30][CH:29]=[CH:28][CH:27]=3)[C:10]=2[CH:9]=1. (2) The product is: [OH:40][C@H:23]([CH2:24][O:25][C:26]1[CH:31]=[CH:30][C:29]([O:32][CH2:33][C:34]2[CH:35]=[CH:36][CH:37]=[CH:38][CH:39]=2)=[CH:28][CH:27]=1)[CH2:22][NH:21][CH2:20][CH:17]1[CH2:16][CH2:15][N:14]([C:12]([NH:11][C:8]2[CH:9]=[CH:10][C:5]([C:4]([OH:41])=[O:3])=[CH:6][CH:7]=2)=[O:13])[CH2:19][CH2:18]1. Given the reactants C([O:3][C:4](=[O:41])[C:5]1[CH:10]=[CH:9][C:8]([NH:11][C:12]([N:14]2[CH2:19][CH2:18][CH:17]([CH2:20][NH:21][CH2:22][C@H:23]([OH:40])[CH2:24][O:25][C:26]3[CH:31]=[CH:30][C:29]([O:32][CH2:33][C:34]4[CH:39]=[CH:38][CH:37]=[CH:36][CH:35]=4)=[CH:28][CH:27]=3)[CH2:16][CH2:15]2)=[O:13])=[CH:7][CH:6]=1)C.C([O-])=O.[NH4+], predict the reaction product. (3) The product is: [Cl:11][C:7]1[CH:8]=[CH:9][CH:10]=[C:2]([C:13]([CH3:17])=[CH2:12])[C:3]=1[C:4]([OH:6])=[O:5]. Given the reactants Br[C:2]1[CH:10]=[CH:9][CH:8]=[C:7]([Cl:11])[C:3]=1[C:4]([OH:6])=[O:5].[CH3:12][C:13]1(C)[C:17](C)(C)OB(C(C)=C)O1.C([O-])([O-])=O.[K+].[K+].N#N, predict the reaction product. (4) Given the reactants [CH3:1][O:2][C:3](=[O:16])[CH:4]=[CH:5][C:6]1[CH:11]=[CH:10][C:9]([N+:12]([O-:14])=[O:13])=[CH:8][C:7]=1[OH:15].[CH3:17][O:18][CH2:19][CH2:20]O.CCOC(/N=N/C(OCC)=O)=O.C1(P(C2C=CC=CC=2)C2C=CC=CC=2)C=CC=CC=1, predict the reaction product. The product is: [CH3:1][O:2][C:3](=[O:16])/[CH:4]=[CH:5]/[C:6]1[CH:11]=[CH:10][C:9]([N+:12]([O-:14])=[O:13])=[CH:8][C:7]=1[O:15][CH2:20][CH2:19][O:18][CH3:17]. (5) Given the reactants Cl[C:2]([O:4][CH3:5])=[O:3].[NH:6]1[CH2:9][CH:8]([NH:10][C:11](=[O:36])[C:12]2[CH:17]=[CH:16][C:15]([S:18]([N:21]3[C:29]4[C:24](=[CH:25][CH:26]=[CH:27][CH:28]=4)[C:23]([C:30]4[CH:35]=[CH:34][CH:33]=[CH:32][CH:31]=4)=[CH:22]3)(=[O:20])=[O:19])=[CH:14][CH:13]=2)[CH2:7]1.C(N(CC)CC)C, predict the reaction product. The product is: [CH3:5][O:4][C:2]([N:6]1[CH2:9][CH:8]([NH:10][C:11](=[O:36])[C:12]2[CH:17]=[CH:16][C:15]([S:18]([N:21]3[C:29]4[C:24](=[CH:25][CH:26]=[CH:27][CH:28]=4)[C:23]([C:30]4[CH:31]=[CH:32][CH:33]=[CH:34][CH:35]=4)=[CH:22]3)(=[O:19])=[O:20])=[CH:14][CH:13]=2)[CH2:7]1)=[O:3].